Predict the reactants needed to synthesize the given product. From a dataset of Full USPTO retrosynthesis dataset with 1.9M reactions from patents (1976-2016). (1) The reactants are: [CH3:1][O:2][C:3](=[O:29])[CH2:4][O:5][C:6]1[CH:11]=[C:10]([CH3:12])[C:9]([S:13]([NH:16][C:17]2[CH:22]=[CH:21][C:20]([O:23][CH3:24])=[CH:19][C:18]=2[N+:25]([O-])=O)(=[O:15])=[O:14])=[C:8]([CH3:28])[CH:7]=1. Given the product [CH3:1][O:2][C:3](=[O:29])[CH2:4][O:5][C:6]1[CH:7]=[C:8]([CH3:28])[C:9]([S:13]([NH:16][C:17]2[CH:22]=[CH:21][C:20]([O:23][CH3:24])=[CH:19][C:18]=2[NH2:25])(=[O:15])=[O:14])=[C:10]([CH3:12])[CH:11]=1, predict the reactants needed to synthesize it. (2) Given the product [CH2:1]([O:3][C:4](=[O:21])[C:5]1[CH:13]=[C:12]([C:14](=[O:20])[N:15]([CH3:19])[CH2:16][CH2:17][CH3:18])[CH:11]=[C:7]([C:8](=[O:10])[NH:23][CH2:27][CH3:26])[CH:6]=1)[CH3:2], predict the reactants needed to synthesize it. The reactants are: [CH2:1]([O:3][C:4](=[O:21])[C:5]1[CH:13]=[C:12]([C:14](=[O:20])[N:15]([CH3:19])[CH2:16][CH2:17][CH3:18])[CH:11]=[C:7]([C:8]([OH:10])=O)[CH:6]=1)[CH3:2].O[N:23]1[C:27]2C=CC=C[C:26]=2N=N1.Cl.CN(C)CCCN=C=NCC.C(N)C. (3) Given the product [C:12]([C:15]1[S:19][C:18]([N:20]2[CH2:24][CH2:23][N:22]([CH2:25][C:26]3[CH:27]=[C:28]([CH:32]=[CH:33][CH:34]=3)[C:29]([NH:8][CH3:1])=[O:31])[C:21]2=[O:35])=[N:17][C:16]=1[CH3:36])(=[O:14])[CH3:13], predict the reactants needed to synthesize it. The reactants are: [CH2:1]([NH2:8])C1C=CC=CC=1.Cl.CN.[C:12]([C:15]1[S:19][C:18]([N:20]2[CH2:24][CH2:23][N:22]([CH2:25][C:26]3[CH:27]=[C:28]([CH:32]=[CH:33][CH:34]=3)[C:29]([OH:31])=O)[C:21]2=[O:35])=[N:17][C:16]=1[CH3:36])(=[O:14])[CH3:13]. (4) Given the product [CH3:29][C:26]1[S:27][CH:28]=[C:24]([CH:21]2[CH2:22][CH2:23][CH:18]([NH2:17])[CH2:19][CH2:20]2)[N:25]=1, predict the reactants needed to synthesize it. The reactants are: C1C2C(COC(=O)[NH:17][CH:18]3[CH2:23][CH2:22][CH:21]([C:24]4[N:25]=[C:26]([CH3:29])[S:27][CH:28]=4)[CH2:20][CH2:19]3)C3C(=CC=CC=3)C=2C=CC=1.C(NCC)C. (5) Given the product [CH2:25]([O:7][C:6](=[O:8])[C:5]1[CH:9]=[CH:10][C:2]([Cl:1])=[C:3]([N:11]2[C:19]([CH3:20])=[CH:18][C:17]([C:16]([F:24])([F:23])[F:15])=[N:14][C:12]2=[O:13])[CH:4]=1)[CH3:26], predict the reactants needed to synthesize it. The reactants are: [Cl:1][C:2]1[CH:10]=[CH:9][C:5]([C:6]([OH:8])=[O:7])=[CH:4][C:3]=1[NH:11][C:12]([NH2:14])=[O:13].[F:15][C:16]([F:24])([F:23])[C:17](=O)[CH2:18][C:19](=O)[CH3:20].[CH2:25](O)[CH3:26]. (6) Given the product [C:4]([C:6]1[CH:11]=[CH:10][N:9]=[C:8]([NH:12][C:13](=[O:19])[O:14][C:15]([CH3:16])([CH3:17])[CH3:18])[CH:7]=1)(=[O:5])[CH3:21], predict the reactants needed to synthesize it. The reactants are: CON(C)[C:4]([C:6]1[CH:11]=[CH:10][N:9]=[C:8]([NH:12][C:13](=[O:19])[O:14][C:15]([CH3:18])([CH3:17])[CH3:16])[CH:7]=1)=[O:5].[CH3:21][Mg+].[Br-].